This data is from Reaction yield outcomes from USPTO patents with 853,638 reactions. The task is: Predict the reaction yield, written as a fraction of the theoretical maximum amount of product (1.0 means a 100% yield; for example, 0.34 means a 34% yield). (1) The product is [N+:10]([C:13]1[CH:18]=[CH:17][C:16]([S:19]([N:3]2[CH2:8][CH2:7][C:6]([OH:2])([OH:9])[CH2:5][CH2:4]2)(=[O:21])=[O:20])=[CH:15][CH:14]=1)([O-:12])=[O:11]. The yield is 0.400. The catalyst is N1C=CC=CC=1.ClCCl. The reactants are Cl.[OH2:2].[NH:3]1[CH2:8][CH2:7][C:6](=[O:9])[CH2:5][CH2:4]1.[N+:10]([C:13]1[CH:18]=[CH:17][C:16]([S:19](Cl)(=[O:21])=[O:20])=[CH:15][CH:14]=1)([O-:12])=[O:11]. (2) The reactants are N=[C:2]1[C:6]2([CH2:11][CH2:10][CH2:9][CH2:8][CH2:7]2)[N:5]([C:12]2[CH:17]=[CH:16][C:15]([CH3:18])=[CH:14][CH:13]=2)[C:4](=[S:19])[N:3]1[C:20]1[CH:27]=[CH:26][C:23]([C:24]#[N:25])=[C:22]([C:28]([F:31])([F:30])[F:29])[CH:21]=1.C[OH:33].O. The catalyst is Cl. The product is [O:33]=[C:2]1[C:6]2([CH2:11][CH2:10][CH2:9][CH2:8][CH2:7]2)[N:5]([C:12]2[CH:17]=[CH:16][C:15]([CH3:18])=[CH:14][CH:13]=2)[C:4](=[S:19])[N:3]1[C:20]1[CH:27]=[CH:26][C:23]([C:24]#[N:25])=[C:22]([C:28]([F:31])([F:30])[F:29])[CH:21]=1. The yield is 0.950. (3) The reactants are [NH2:1][C:2]1[C:3]([OH:13])=[C:4]([S:9]([NH2:12])(=[O:11])=[O:10])[C:5]([Cl:8])=[CH:6][CH:7]=1.[CH2:14]([O:21][C@H:22]1[CH2:27][CH2:26][CH2:25][CH2:24][C@@H:23]1[N:28]=[C:29]=[O:30])[C:15]1[CH:20]=[CH:19][CH:18]=[CH:17][CH:16]=1. The catalyst is CN(C)C=O. The product is [NH2:12][S:9]([C:4]1[C:3]([OH:13])=[C:2]([NH:1][C:29]([NH:28][C@H:23]2[CH2:24][CH2:25][CH2:26][CH2:27][C@@H:22]2[O:21][CH2:14][C:15]2[CH:20]=[CH:19][CH:18]=[CH:17][CH:16]=2)=[O:30])[CH:7]=[CH:6][C:5]=1[Cl:8])(=[O:11])=[O:10]. The yield is 0.270. (4) The reactants are Cl.[NH2:2][OH:3].CC([O-])=O.[Na+].[C:9]([C:12]1[CH:17]=[C:16]([CH3:18])[C:15]([Br:19])=[CH:14][C:13]=1[OH:20])(=O)[CH3:10].CCO. The catalyst is O. The product is [Br:19][C:15]1[C:16]([CH3:18])=[CH:17][C:12]([CH2:9][CH:10]=[N:2][OH:3])=[C:13]([OH:20])[CH:14]=1. The yield is 0.975. (5) The reactants are [N:1]1([NH:7][C:8]([C:10]2[N:11]=[C:12]([C:30]3[CH:35]=[CH:34][C:33]([Cl:36])=[CH:32][C:31]=3[Cl:37])[N:13]([C:16]3[CH:21]=[CH:20][C:19]([O:22]CC4C=CC=CC=4)=[CH:18][CH:17]=3)[C:14]=2[CH3:15])=[O:9])[CH2:6][CH2:5][CH2:4][CH2:3][CH2:2]1.B(Br)(Br)Br.O. The catalyst is C(Cl)Cl. The product is [N:1]1([NH:7][C:8]([C:10]2[N:11]=[C:12]([C:30]3[CH:35]=[CH:34][C:33]([Cl:36])=[CH:32][C:31]=3[Cl:37])[N:13]([C:16]3[CH:17]=[CH:18][C:19]([OH:22])=[CH:20][CH:21]=3)[C:14]=2[CH3:15])=[O:9])[CH2:6][CH2:5][CH2:4][CH2:3][CH2:2]1. The yield is 0.580. (6) The catalyst is O. The yield is 0.800. The reactants are [CH3:1][C:2]1[C:7]([OH:8])=[C:6]([CH:9]=[O:10])[C:5]([CH2:11][OH:12])=[CH:4][N:3]=1.Cl.C(=O)(O)[O-].[Na+]. The product is [CH3:1][C:2]1[N:3]=[CH:4][C:5]([CH2:11][OH:12])=[C:6]([CH:9]=[O:10])[C:7]=1[OH:8]. (7) The reactants are C([O:5][C:6]([CH:8]1[CH:12]([C:13]2[CH:18]=[CH:17][CH:16]=[C:15]([Cl:19])[C:14]=2[F:20])[C:11]([C:23]2[CH:28]=[CH:27][C:26]([Cl:29])=[CH:25][C:24]=2[O:30][CH3:31])([C:21]#[N:22])[CH:10]([CH2:32][C:33]([CH3:36])([CH3:35])[CH3:34])[NH:9]1)=[O:7])(C)(C)C.[F:37][C:38]([F:43])([F:42])[C:39]([OH:41])=[O:40]. The catalyst is ClCCl. The product is [F:37][C:38]([F:43])([F:42])[C:39]([OH:41])=[O:40].[Cl:19][C:15]1[C:14]([F:20])=[C:13]([CH:12]2[C:11]([C:23]3[CH:28]=[CH:27][C:26]([Cl:29])=[CH:25][C:24]=3[O:30][CH3:31])([C:21]#[N:22])[CH:10]([CH2:32][C:33]([CH3:34])([CH3:35])[CH3:36])[NH:9][CH:8]2[C:6]([OH:7])=[O:5])[CH:18]=[CH:17][CH:16]=1. The yield is 1.00. (8) The reactants are [Br:1][C:2]1[CH:10]=[CH:9][C:5]([C:6]([OH:8])=[O:7])=[C:4]([CH3:11])[CH:3]=1.IC.[C:14](=O)([O-])[O-].[K+].[K+]. The catalyst is CN(C=O)C. The product is [Br:1][C:2]1[CH:10]=[CH:9][C:5]([C:6]([O:8][CH3:14])=[O:7])=[C:4]([CH3:11])[CH:3]=1. The yield is 1.00. (9) The reactants are C([O:3][C:4](=[O:43])[CH2:5][C:6]1[CH:11]=[CH:10][C:9]([NH:12][C:13]([C@@H:15]2[NH:19][C@@H:18]([CH2:20][C:21]([CH3:24])([CH3:23])[CH3:22])[C@:17]3([C:32]4[C:27](=[CH:28][C:29]([Cl:33])=[CH:30][CH:31]=4)[NH:26][C:25]3=[O:34])[C@H:16]2[C:35]2[CH:40]=[CH:39][CH:38]=[C:37]([Cl:41])[C:36]=2[F:42])=[O:14])=[CH:8][CH:7]=1)C.Cl. The catalyst is C1COCC1.O.C(OCC)(=O)C. The product is [Cl:33][C:29]1[CH:28]=[C:27]2[NH:26][C:25](=[O:34])[C@:17]3([C@@H:16]([C:35]4[CH:40]=[CH:39][CH:38]=[C:37]([Cl:41])[C:36]=4[F:42])[C@H:15]([C:13]([NH:12][C:9]4[CH:10]=[CH:11][C:6]([CH2:5][C:4]([OH:43])=[O:3])=[CH:7][CH:8]=4)=[O:14])[NH:19][C@H:18]3[CH2:20][C:21]([CH3:23])([CH3:22])[CH3:24])[C:32]2=[CH:31][CH:30]=1. The yield is 0.950. (10) The reactants are [O:1]1[CH2:6][CH2:5][N:4]([C:7]2[C:8]([N+:17]([O-])=O)=[C:9]([CH:14]=[CH:15][CH:16]=2)[C:10]([O:12][CH3:13])=[O:11])[CH2:3][CH2:2]1.[H][H]. The catalyst is CO.[Pd]. The product is [NH2:17][C:8]1[C:7]([N:4]2[CH2:3][CH2:2][O:1][CH2:6][CH2:5]2)=[CH:16][CH:15]=[CH:14][C:9]=1[C:10]([O:12][CH3:13])=[O:11]. The yield is 0.970.